Dataset: Full USPTO retrosynthesis dataset with 1.9M reactions from patents (1976-2016). Task: Predict the reactants needed to synthesize the given product. (1) Given the product [Cl:1][C:2]1[N:7]=[C:6]([NH:8][CH:9]2[CH2:14][CH2:13][CH2:12][CH2:11][CH2:10]2)[CH:5]=[C:4]([C:15]2[C:23]3[C:18](=[N:19][CH:20]=[C:21]([O:24][CH3:25])[CH:22]=3)[NH:17][CH:16]=2)[CH:3]=1, predict the reactants needed to synthesize it. The reactants are: [Cl:1][C:2]1[N:7]=[C:6]([NH:8][CH:9]2[CH2:14][CH2:13][CH2:12][CH2:11][CH2:10]2)[CH:5]=[C:4]([C:15]2[C:23]3[C:18](=[N:19][CH:20]=[C:21]([O:24][CH3:25])[CH:22]=3)[N:17](S(C3C=CC=CC=3)(=O)=O)[CH:16]=2)[CH:3]=1.[OH-].[Na+]. (2) Given the product [C:22]1([C:28]([C:30]2[CH:31]=[CH:32][CH:33]=[CH:34][CH:35]=2)=[N:21][CH2:20][C:18]2[N:19]=[C:14]3[CH:13]=[CH:12][N:11]([S:1]([C:4]4[CH:5]=[CH:6][C:7]([CH3:8])=[CH:9][CH:10]=4)(=[O:2])=[O:3])[C:15]3=[N:16][CH:17]=2)[CH:27]=[CH:26][CH:25]=[CH:24][CH:23]=1, predict the reactants needed to synthesize it. The reactants are: [S:1]([N:11]1[C:15]2=[N:16][CH:17]=[C:18]([CH2:20][NH2:21])[N:19]=[C:14]2[CH:13]=[CH:12]1)([C:4]1[CH:10]=[CH:9][C:7]([CH3:8])=[CH:6][CH:5]=1)(=[O:3])=[O:2].[C:22]1([C:28]([C:30]2[CH:35]=[CH:34][CH:33]=[CH:32][CH:31]=2)=N)[CH:27]=[CH:26][CH:25]=[CH:24][CH:23]=1. (3) Given the product [CH:1]([C:4]1[CH:5]=[CH:6][C:7]([CH2:8][O:9][C:12]([N:44]2[CH2:45][CH2:46][CH2:47][CH:42]([C:38]3[CH:39]=[CH:40][CH:41]=[C:36]([O:35][C:33]([C:32]([O:31][CH2:24][C:25]4[CH:30]=[CH:29][CH:28]=[CH:27][CH:26]=4)=[O:49])([CH3:34])[CH3:48])[CH:37]=3)[CH2:43]2)=[O:13])=[CH:10][CH:11]=1)([CH3:3])[CH3:2], predict the reactants needed to synthesize it. The reactants are: [CH:1]([C:4]1[CH:11]=[CH:10][C:7]([CH2:8][OH:9])=[CH:6][CH:5]=1)([CH3:3])[CH3:2].[C:12](N1C=CN=C1)(N1C=CN=C1)=[O:13].[CH2:24]([O:31][C:32](=[O:49])[C:33]([CH3:48])([O:35][C:36]1[CH:41]=[CH:40][CH:39]=[C:38]([CH:42]2[CH2:47][CH2:46][CH2:45][NH:44][CH2:43]2)[CH:37]=1)[CH3:34])[C:25]1[CH:30]=[CH:29][CH:28]=[CH:27][CH:26]=1.Cl. (4) The reactants are: [Cl:1][C:2]1[CH:3]=[CH:4][C:5]([O:31][CH3:32])=[C:6]([S:8]([NH:11][C:12]2[CH:13]=[C:14]([CH:28]=[CH:29][CH:30]=2)[C:15]([NH:17][C:18]2[CH:23]=[CH:22][C:21]([C:24](=[NH:27])[NH:25][OH:26])=[CH:20][CH:19]=2)=[O:16])(=[O:10])=[O:9])[CH:7]=1.[C:33](N1C=CN=C1)(N1C=CN=C1)=[S:34].N12CCCC1=NCCC2. Given the product [Cl:1][C:2]1[CH:3]=[CH:4][C:5]([O:31][CH3:32])=[C:6]([S:8]([NH:11][C:12]2[CH:13]=[C:14]([CH:28]=[CH:29][CH:30]=2)[C:15]([NH:17][C:18]2[CH:19]=[CH:20][C:21]([C:24]3[NH:27][C:33](=[S:34])[O:26][N:25]=3)=[CH:22][CH:23]=2)=[O:16])(=[O:10])=[O:9])[CH:7]=1, predict the reactants needed to synthesize it. (5) The reactants are: [F:1][C:2]1[C:3]([F:12])=[CH:4][C:5]2[S:9][C:8]([NH2:10])=[N:7][C:6]=2[CH:11]=1.[CH3:13][O:14][CH2:15][CH2:16][Br:17]. Given the product [BrH:17].[F:1][C:2]1[C:3]([F:12])=[CH:4][C:5]2[S:9][C:8](=[NH:10])[N:7]([CH2:16][CH2:15][O:14][CH3:13])[C:6]=2[CH:11]=1, predict the reactants needed to synthesize it. (6) Given the product [Cl:16][C:13]1[CH:14]=[CH:15][C:9]2[C:8](=[O:17])[NH:7][C:6]3[CH:18]=[C:2]([NH:1][S:20]([CH3:19])(=[O:22])=[O:21])[CH:3]=[CH:4][C:5]=3[NH:11][C:10]=2[CH:12]=1, predict the reactants needed to synthesize it. The reactants are: [NH2:1][C:2]1[CH:3]=[CH:4][C:5]2[NH:11][C:10]3[CH:12]=[C:13]([Cl:16])[CH:14]=[CH:15][C:9]=3[C:8](=[O:17])[NH:7][C:6]=2[CH:18]=1.[CH3:19][S:20](Cl)(=[O:22])=[O:21].